This data is from Reaction yield outcomes from USPTO patents with 853,638 reactions. The task is: Predict the reaction yield, written as a fraction of the theoretical maximum amount of product (1.0 means a 100% yield; for example, 0.34 means a 34% yield). (1) The reactants are Cl.[Cl:2][C:3]1[CH:16]=[CH:15][C:6]([CH2:7][C:8]2([NH2:14])[CH2:13][CH2:12][NH:11][CH2:10][CH2:9]2)=[CH:5][CH:4]=1.Cl[C:18]1[C:19]2[CH:26]=[CH:25][NH:24][C:20]=2[N:21]=[CH:22][N:23]=1.C(N(CC)CC)C. The catalyst is C(O)CCC. The product is [Cl:2][C:3]1[CH:4]=[CH:5][C:6]([CH2:7][C:8]2([NH2:14])[CH2:9][CH2:10][N:11]([C:18]3[C:19]4[CH:26]=[CH:25][NH:24][C:20]=4[N:21]=[CH:22][N:23]=3)[CH2:12][CH2:13]2)=[CH:15][CH:16]=1. The yield is 0.490. (2) The reactants are [Li][C:2]([CH3:5])([CH3:4])[CH3:3].CCCCC.F[C:12]1[CH:17]=[CH:16][CH:15]=[CH:14][C:13]=1[C:18]1[O:19][CH2:20][C:21]([CH3:24])([CH3:23])[N:22]=1. The catalyst is C1COCC1. The product is [C:2]([C:12]1[CH:17]=[CH:16][CH:15]=[CH:14][C:13]=1[C:18]1[O:19][CH2:20][C:21]([CH3:24])([CH3:23])[N:22]=1)([CH3:5])([CH3:4])[CH3:3]. The yield is 0.930.